The task is: Regression. Given a peptide amino acid sequence and an MHC pseudo amino acid sequence, predict their binding affinity value. This is MHC class I binding data.. This data is from Peptide-MHC class I binding affinity with 185,985 pairs from IEDB/IMGT. (1) The peptide sequence is EVFEIIRSY. The MHC is HLA-B08:02 with pseudo-sequence HLA-B08:02. The binding affinity (normalized) is 0.0847. (2) The peptide sequence is AVGVVCTGL. The MHC is HLA-A02:11 with pseudo-sequence YFAMYGEKVAHIDVDTLYVRYHYYTWAVLAYTWY. The binding affinity (normalized) is 0.0847. (3) The peptide sequence is TVLGLGLSLK. The MHC is H-2-Dd with pseudo-sequence H-2-Dd. The binding affinity (normalized) is 0. (4) The peptide sequence is WVFGSTMNNK. The MHC is HLA-A31:01 with pseudo-sequence HLA-A31:01. The binding affinity (normalized) is 0.197.